Task: Predict the reaction yield, written as a fraction of the theoretical maximum amount of product (1.0 means a 100% yield; for example, 0.34 means a 34% yield).. Dataset: Reaction yield outcomes from USPTO patents with 853,638 reactions (1) The reactants are [Br:1][C:2]1[CH:3]=[CH:4][C:5]([F:9])=[C:6]([OH:8])[CH:7]=1.[C:10]([O-])([O-])=O.[K+].[K+].CI. The catalyst is CN(C=O)C.C(OCC)C. The product is [Br:1][C:2]1[CH:3]=[CH:4][C:5]([F:9])=[C:6]([O:8][CH3:10])[CH:7]=1. The yield is 0.770. (2) The reactants are [P:1]([OH:4])([OH:3])[OH:2].[CH2:5]([Si:7]([CH2:18][CH3:19])([CH2:16][CH3:17])O[Si:7]([CH2:18][CH3:19])([CH2:16][CH3:17])[CH2:5][CH3:6])[CH3:6].[C:20]1([CH3:26])C=CC=CC=1. The catalyst is [Cl-].[Zn+2].[Cl-].O. The product is [CH2:5]([Si:7]([O:2][PH:1](=[O:4])[O:3][Si:7]([CH2:5][CH3:6])([CH2:16][CH3:17])[CH2:18][CH3:19])([CH2:20][CH3:26])[CH2:16][CH3:17])[CH3:6]. The yield is 0.810.